This data is from Forward reaction prediction with 1.9M reactions from USPTO patents (1976-2016). The task is: Predict the product of the given reaction. (1) Given the reactants C(O)(C(F)(F)F)=O.O.[O:9]=[C:10]1[CH:14]=[CH:13][C:12](=[O:15])[N:11]1[CH2:16][CH2:17][C:18](=[O:114])[NH:19][CH2:20][CH2:21][O:22][CH2:23][CH2:24][O:25][CH2:26][CH2:27][O:28][CH2:29][CH2:30][O:31][CH2:32][CH2:33][C:34](=[O:113])[NH:35][CH2:36][C:37]#[C:38][C:39]1[CH:40]=[C:41]([CH2:79][O:80][C:81]2[C:110]([O:111][CH3:112])=[CH:109][C:84]3[C:85](=[O:108])[N:86]4[CH2:106][C:105](=[CH2:107])[CH2:104][C@H:87]4[C@H:88](OC4CCCCO4)[N:89](C(OC(C)(C)C)=O)[C:83]=3[CH:82]=2)[CH:42]=[C:43]([CH2:45][O:46][C:47]2[C:76]([O:77][CH3:78])=[CH:75][C:50]3[C:51](=[O:74])[N:52]4[CH2:72][C:71](=[CH2:73])[CH2:70][C@H:53]4[C@H:54](OC4CCCCO4)[N:55](C(OC(C)(C)C)=O)[C:49]=3[CH:48]=2)[CH:44]=1, predict the reaction product. The product is: [CH3:78][O:77][C:76]1[C:47]([O:46][CH2:45][C:43]2[CH:44]=[C:39]([C:38]#[C:37][CH2:36][NH:35][C:34](=[O:113])[CH2:33][CH2:32][O:31][CH2:30][CH2:29][O:28][CH2:27][CH2:26][O:25][CH2:24][CH2:23][O:22][CH2:21][CH2:20][NH:19][C:18](=[O:114])[CH2:17][CH2:16][N:11]3[C:12](=[O:15])[CH:13]=[CH:14][C:10]3=[O:9])[CH:40]=[C:41]([CH2:79][O:80][C:81]3[C:110]([O:111][CH3:112])=[CH:109][C:84]4[C:85](=[O:108])[N:86]5[CH2:106][C:105](=[CH2:107])[CH2:104][C@H:87]5[CH:88]=[N:89][C:83]=4[CH:82]=3)[CH:42]=2)=[CH:48][C:49]2[N:55]=[CH:54][C@@H:53]3[CH2:70][C:71](=[CH2:73])[CH2:72][N:52]3[C:51](=[O:74])[C:50]=2[CH:75]=1. (2) Given the reactants [C:1]([O:5][C:6](=[O:42])[NH:7][C@H:8]([C:23](C1C=CC=CC=1)(C1C=CC=CC=1)[O:24][SiH2]C(C)(C)C)[CH2:9][CH2:10][N:11]1[CH2:14][CH:13]([S:15][C:16]2[CH:21]=[CH:20][C:19]([Cl:22])=[CH:18][CH:17]=2)[CH2:12]1)([CH3:4])([CH3:3])[CH3:2].[F-].C([N+](CCCC)(CCCC)CCCC)CCC, predict the reaction product. The product is: [C:1]([O:5][C:6](=[O:42])[NH:7][C@H:8]([CH2:23][OH:24])[CH2:9][CH2:10][N:11]1[CH2:12][CH:13]([S:15][C:16]2[CH:17]=[CH:18][C:19]([Cl:22])=[CH:20][CH:21]=2)[CH2:14]1)([CH3:2])([CH3:4])[CH3:3]. (3) Given the reactants C(OC([NH:11][C@H:12]1[CH2:16][CH2:15][CH2:14][C@H:13]1[C:17]([O:19][CH3:20])=[O:18])=O)C1C=CC=CC=1, predict the reaction product. The product is: [NH2:11][C@H:12]1[CH2:16][CH2:15][CH2:14][C@H:13]1[C:17]([O:19][CH3:20])=[O:18]. (4) Given the reactants [CH2:1]([N:3]1[CH2:8][CH2:7][O:6][CH:5]([C:9]2[CH:14]=[CH:13][C:12]([NH2:15])=[CH:11][CH:10]=2)[CH2:4]1)[CH3:2].CS([C:19]1[N:24]=[CH:23][C:22]2=[CH:25][CH:26]=[C:27]([C:28]3[CH:33]=[CH:32][CH:31]=[CH:30][C:29]=3[N:34]([CH3:39])[S:35]([CH3:38])(=[O:37])=[O:36])[N:21]2[N:20]=1)=O, predict the reaction product. The product is: [CH2:1]([N:3]1[CH2:8][CH2:7][O:6][CH:5]([C:9]2[CH:14]=[CH:13][C:12]([NH:15][C:19]3[N:24]=[CH:23][C:22]4=[CH:25][CH:26]=[C:27]([C:28]5[CH:33]=[CH:32][CH:31]=[CH:30][C:29]=5[N:34]([CH3:39])[S:35]([CH3:38])(=[O:37])=[O:36])[N:21]4[N:20]=3)=[CH:11][CH:10]=2)[CH2:4]1)[CH3:2].